Dataset: Full USPTO retrosynthesis dataset with 1.9M reactions from patents (1976-2016). Task: Predict the reactants needed to synthesize the given product. (1) The reactants are: [CH2:1]([O:8][C:9]1[CH:16]=[CH:15][C:12]([CH:13]=[O:14])=[CH:11][C:10]=1[F:17])[C:2]1[CH:7]=[CH:6][CH:5]=[CH:4][CH:3]=1.[CH:18]([CH:20]([CH2:23][CH2:24][CH3:25])[CH2:21]O)=[CH2:19].[Bi](Br)(Br)[Br:27].C(O)C. Given the product [CH2:1]([O:8][C:9]1[CH:16]=[CH:15][C:12]([CH:13]2[CH2:19][CH:18]([Br:27])[CH:20]([CH2:23][CH2:24][CH3:25])[CH2:21][O:14]2)=[CH:11][C:10]=1[F:17])[C:2]1[CH:3]=[CH:4][CH:5]=[CH:6][CH:7]=1, predict the reactants needed to synthesize it. (2) The reactants are: Br[CH:2]([C:11]1[CH:16]=[CH:15][CH:14]=[CH:13][CH:12]=1)[C:3]([C:5]1[CH:10]=[CH:9][CH:8]=[CH:7][CH:6]=1)=[O:4].[F:17][C:18]1[CH:19]=[CH:20][C:21]([OH:24])=[N:22][CH:23]=1. Given the product [F:17][C:18]1[CH:19]=[CH:20][C:21](=[O:24])[N:22]([CH:2]([C:11]2[CH:16]=[CH:15][CH:14]=[CH:13][CH:12]=2)[C:3](=[O:4])[C:5]2[CH:10]=[CH:9][CH:8]=[CH:7][CH:6]=2)[CH:23]=1, predict the reactants needed to synthesize it.